This data is from Forward reaction prediction with 1.9M reactions from USPTO patents (1976-2016). The task is: Predict the product of the given reaction. (1) Given the reactants [C:1]([Si:5]([CH3:17])([CH3:16])[O:6][C@H:7]1[C@H:11]2[O:12][CH2:13][C@@H:14]([OH:15])[C@H:10]2[O:9][CH2:8]1)([CH3:4])([CH3:3])[CH3:2].N1C=CC=CC=1.[F:24][C:25]([F:38])([F:37])[S:26](O[S:26]([C:25]([F:38])([F:37])[F:24])(=[O:28])=[O:27])(=[O:28])=[O:27], predict the reaction product. The product is: [C:1]([Si:5]([CH3:17])([CH3:16])[O:6][C@H:7]1[C@H:11]2[O:12][CH2:13][C@@H:14]([O:15][S:26]([C:25]([F:38])([F:37])[F:24])(=[O:28])=[O:27])[C@H:10]2[O:9][CH2:8]1)([CH3:4])([CH3:3])[CH3:2]. (2) Given the reactants [C:1](Cl)(=O)[O:2]C(Cl)(Cl)Cl.[NH2:9][C:10]1[CH:18]=[CH:17][CH:16]=[C:15]([CH3:19])[C:11]=1[C:12]([OH:14])=[O:13].C(OCC)C, predict the reaction product. The product is: [CH3:19][C:15]1[C:11]2[C:12](=[O:14])[O:13][C:1](=[O:2])[NH:9][C:10]=2[CH:18]=[CH:17][CH:16]=1.